From a dataset of Peptide-MHC class I binding affinity with 185,985 pairs from IEDB/IMGT. Regression. Given a peptide amino acid sequence and an MHC pseudo amino acid sequence, predict their binding affinity value. This is MHC class I binding data. (1) The peptide sequence is ASPISSIFSR. The MHC is HLA-A02:03 with pseudo-sequence HLA-A02:03. The binding affinity (normalized) is 0.371. (2) The peptide sequence is RILHNFAYSL. The MHC is HLA-B42:01 with pseudo-sequence HLA-B42:01. The binding affinity (normalized) is 0.666.